Dataset: Experimentally validated miRNA-target interactions with 360,000+ pairs, plus equal number of negative samples. Task: Binary Classification. Given a miRNA mature sequence and a target amino acid sequence, predict their likelihood of interaction. (1) The miRNA is mmu-miR-466o-3p with sequence UACAUACAUGCACACAUAAGAC. The protein sequence of the target gene is METLSQDSLLECQICFNYYSPRRRPKLLDCKHTCCSVCLQQMRTSQKDVRCPWCRGITKLPPGFSVSQLPDDPEVLAVIAIPHTSEHTPVFIKLPSNGCYMLPLPISKERTLLPGDMGCRLLPGSQQKSLTVVTIPAEQQPLQGGAPPEAVEEEPDRRGVVKSSTWSGVCTVILVACVLVFLLGIVLHNMSCISKRFTVISCG. Result: 1 (interaction). (2) The miRNA is hsa-miR-3155a with sequence CCAGGCUCUGCAGUGGGAACU. The protein sequence of the target gene is MCGIFAYMNYRVPRTRKEIFETLIKGLQRLEYRGYDSAGVAIDGNNHEVKERHIQLVKKRGKVKALDEELYKQDSMDLKVEFETHFGIAHTRWATHGVPSAVNSHPQRSDKGNEFVVIHNGIITNYKDLRKFLESKGYEFESETDTETIAKLIKYVFDNRETEDITFSTLVERVIQQLEGAFALVFKSVHYPGEAVATRRGSPLLIGVRSKYKLSTEQIPILYRTCTLENVKNICKTRMKRLDSSACLHAVGDKAVEFFFASDASAIIEHTNRVIFLEDDDIAAVADGKLSIHRVKRSAS.... Result: 0 (no interaction).